From a dataset of Forward reaction prediction with 1.9M reactions from USPTO patents (1976-2016). Predict the product of the given reaction. (1) Given the reactants [OH:1][CH:2]=[CH:3][CH2:4][C:5]1[CH:10]=[CH:9][N:8]=[CH:7][CH:6]=1.S(Cl)(Cl)=O.[Cl:15][C:16]1[CH:35]=[CH:34][C:19]([NH:20][C:21]2[C:30]3[C:25](=[CH:26][C:27](O)=[C:28]([O:31][CH3:32])[CH:29]=3)[N:24]=[CH:23][N:22]=2)=[C:18]([F:36])[CH:17]=1.C(=O)([O-])[O-].[K+].[K+], predict the reaction product. The product is: [Cl:15][C:16]1[CH:35]=[CH:34][C:19]([NH:20][C:21]2[C:30]3[C:25](=[CH:26][C:27]([O:1][CH2:2][CH:3]=[CH:4][C:5]4[CH:10]=[CH:9][N:8]=[CH:7][CH:6]=4)=[C:28]([O:31][CH3:32])[CH:29]=3)[N:24]=[CH:23][N:22]=2)=[C:18]([F:36])[CH:17]=1. (2) Given the reactants [NH2:1][CH2:2][CH2:3][CH2:4][N:5]1[C:9]([C:10]([C:12]2[CH:17]=[CH:16][C:15]([C:18]([CH3:21])([CH3:20])[CH3:19])=[CH:14][CH:13]=2)=O)=[CH:8][N:7]=[CH:6]1.CC1C=CC(S(O)(=O)=O)=CC=1, predict the reaction product. The product is: [C:18]([C:15]1[CH:16]=[CH:17][C:12]([C:10]2[C:9]3[N:5]([CH:6]=[N:7][CH:8]=3)[CH2:4][CH2:3][CH2:2][N:1]=2)=[CH:13][CH:14]=1)([CH3:21])([CH3:20])[CH3:19]. (3) Given the reactants [NH2:1][C@H:2]([C:11]([O:13][C:14]([CH3:17])([CH3:16])[CH3:15])=[O:12])[CH2:3][C:4]([O:6][C:7]([CH3:10])([CH3:9])[CH3:8])=[O:5].Br[CH2:19][CH2:20][OH:21].C([O-])([O-])=O.[K+].[K+], predict the reaction product. The product is: [OH:21][CH2:20][CH2:19][NH:1][C@@H:2]([CH2:3][C:4]([O:6][C:7]([CH3:9])([CH3:10])[CH3:8])=[O:5])[C:11]([O:13][C:14]([CH3:17])([CH3:16])[CH3:15])=[O:12].